Dataset: Full USPTO retrosynthesis dataset with 1.9M reactions from patents (1976-2016). Task: Predict the reactants needed to synthesize the given product. (1) Given the product [C:1]([O:5][C:6]([N:8]1[CH2:13][CH2:12][C:11]2[N:14]([CH3:41])[C:15]([C:17]([N:19]3[CH2:24][CH2:23][N:22]([S:25]([C:28]4[CH:37]=[CH:36][C:35]5[C:30](=[CH:31][CH:32]=[C:33]([Cl:38])[CH:34]=5)[CH:29]=4)(=[O:26])=[O:27])[CH2:21][CH2:20]3)=[O:18])=[CH:16][C:10]=2[CH2:9]1)=[O:7])([CH3:4])([CH3:2])[CH3:3], predict the reactants needed to synthesize it. The reactants are: [C:1]([O:5][C:6]([N:8]1[CH2:13][CH2:12][C:11]2[NH:14][C:15]([C:17]([N:19]3[CH2:24][CH2:23][N:22]([S:25]([C:28]4[CH:37]=[CH:36][C:35]5[C:30](=[CH:31][CH:32]=[C:33]([Cl:38])[CH:34]=5)[CH:29]=4)(=[O:27])=[O:26])[CH2:21][CH2:20]3)=[O:18])=[CH:16][C:10]=2[CH2:9]1)=[O:7])([CH3:4])([CH3:3])[CH3:2].[H-].[Na+].[CH3:41]I.[Cl-].[NH4+]. (2) Given the product [NH2:1][C:2]1[C:3]2[N:11]=[C:10]([C:12]3[CH:13]=[C:14]([CH:18]=[C:19]([F:21])[CH:20]=3)[C:15]([NH:30][CH2:29][CH2:28][N:25]3[CH2:26][CH2:27][O:22][CH2:23][CH2:24]3)=[O:17])[CH:9]=[CH:8][C:4]=2[N:5]=[CH:6][N:7]=1, predict the reactants needed to synthesize it. The reactants are: [NH2:1][C:2]1[C:3]2[N:11]=[C:10]([C:12]3[CH:13]=[C:14]([CH:18]=[C:19]([F:21])[CH:20]=3)[C:15]([OH:17])=O)[CH:9]=[CH:8][C:4]=2[N:5]=[CH:6][N:7]=1.[O:22]1[CH2:27][CH2:26][N:25]([CH2:28][CH2:29][NH2:30])[CH2:24][CH2:23]1.CN(C(ON1N=NC2C=CC=NC1=2)=[N+](C)C)C.F[P-](F)(F)(F)(F)F.CCN(C(C)C)C(C)C. (3) Given the product [Si:1]([O:8][CH2:9][C@H:10]1[O:14][C@@H:13]([N:15]2[CH:22]=[CH:21][C:19]([NH:20][C:30](=[O:31])[CH2:29][N:28]([CH3:33])[CH3:27])=[N:18][C:16]2=[O:17])[C@H:12]([OH:23])[C@:11]1([C:25]#[CH:26])[OH:24])([C:4]([CH3:7])([CH3:6])[CH3:5])([CH3:2])[CH3:3], predict the reactants needed to synthesize it. The reactants are: [Si:1]([O:8][CH2:9][C@H:10]1[O:14][C@@H:13]([N:15]2[CH:22]=[CH:21][C:19]([NH2:20])=[N:18][C:16]2=[O:17])[C@H:12]([OH:23])[C@:11]1([C:25]#[CH:26])[OH:24])([C:4]([CH3:7])([CH3:6])[CH3:5])([CH3:3])[CH3:2].[CH3:27][N:28]([CH3:33])[CH2:29][C:30](O)=[O:31].Cl.C(N=C=NCCCN(C)C)C. (4) Given the product [C:26]([NH:30][NH:31][C:22]([C:21]1[CH:20]=[N:19][N:16]2[CH:17]=[CH:18][C:13]([N:9]3[CH2:10][CH2:11][CH2:12][CH:8]3[C:4]3[CH:5]=[N:6][CH:7]=[C:2]([F:1])[CH:3]=3)=[N:14][C:15]=12)=[O:24])(=[O:29])[CH3:27], predict the reactants needed to synthesize it. The reactants are: [F:1][C:2]1[CH:3]=[C:4]([CH:8]2[CH2:12][CH2:11][CH2:10][N:9]2[C:13]2[CH:18]=[CH:17][N:16]3[N:19]=[CH:20][C:21]([C:22]([OH:24])=O)=[C:15]3[N:14]=2)[CH:5]=[N:6][CH:7]=1.Cl.[C:26]([NH:30][NH2:31])(=[O:29])[CH2:27]C.CCN(C(C)C)C(C)C.CN(C(ON1N=NC2C=CC=NC1=2)=[N+](C)C)C.F[P-](F)(F)(F)(F)F. (5) The reactants are: [CH3:1][C@@H:2]([NH2:9])[C:3]1[CH:8]=[CH:7][CH:6]=[CH:5][CH:4]=1.Br[C:11]1[CH:12]=[C:13]2[C:17]3=[C:18]([CH2:20][S:21][CH2:22][CH2:23][N:16]3[C@H:15]3[CH2:24][CH2:25][N:26](C(OC(C)(C)C)=O)[CH2:27][C@@H:14]23)[CH:19]=1. Given the product [C:3]1([C@H:2]([NH:9][C:11]2[CH:12]=[C:13]3[C:17]4=[C:18]([CH2:20][S:21][CH2:22][CH2:23][N:16]4[C@H:15]4[CH2:24][CH2:25][NH:26][CH2:27][C@@H:14]34)[CH:19]=2)[CH3:1])[CH:8]=[CH:7][CH:6]=[CH:5][CH:4]=1, predict the reactants needed to synthesize it.